Dataset: Catalyst prediction with 721,799 reactions and 888 catalyst types from USPTO. Task: Predict which catalyst facilitates the given reaction. (1) Reactant: [OH:1][C:2]1[CH:9]=[C:8]([O:10][CH:11]2[CH2:16][CH2:15][CH2:14][CH2:13][O:12]2)[CH:7]=[C:6]([CH2:17][O:18][CH3:19])[C:3]=1[CH:4]=[O:5].CCN(CC)CC.[O:27](S(C(F)(F)F)(=O)=O)[S:28]([C:31]([F:34])([F:33])[F:32])(=O)=[O:29]. Product: [CH:4]([C:3]1[C:6]([CH2:17][O:18][CH3:19])=[CH:7][C:8]([O:10][CH:11]2[CH2:16][CH2:15][CH2:14][CH2:13][O:12]2)=[CH:9][C:2]=1[O:1][S:28]([C:31]([F:34])([F:33])[F:32])(=[O:29])=[O:27])=[O:5]. The catalyst class is: 46. (2) Reactant: [I:1]([OH:5])(=[O:4])(=[O:3])=[O:2].[O-2:6].[O-2].[O-2].[Cr+6:9].[C:10]([O:14][C@@H:15]([C:18]1[C:43]([CH3:44])=[CH:42][C:21]2[N:22]=[C:23]([N:25]3[CH2:30][CH2:29][CH2:28][N:27]([C:31]4[CH:32]=[C:33]5[C:37](=[CH:38][CH:39]=4)[N:36]([CH3:40])[N:35]=[CH:34]5)[C:26]3=[O:41])[S:24][C:20]=2[C:19]=1[C:45]1[CH:50]=[CH:49][C:48]([Cl:51])=[CH:47][CH:46]=1)[CH2:16][OH:17])([CH3:13])([CH3:12])[CH3:11]. Product: [I:1]([OH:5])(=[O:4])(=[O:3])=[O:2].[O-2:14].[O-2:6].[O-2:2].[Cr+6:9].[C:10]([O:14][C@@H:15]([C:18]1[C:43]([CH3:44])=[CH:42][C:21]2[N:22]=[C:23]([N:25]3[CH2:30][CH2:29][CH2:28][N:27]([C:31]4[CH:32]=[C:33]5[C:37](=[CH:38][CH:39]=4)[N:36]([CH3:40])[N:35]=[CH:34]5)[C:26]3=[O:41])[S:24][C:20]=2[C:19]=1[C:45]1[CH:46]=[CH:47][C:48]([Cl:51])=[CH:49][CH:50]=1)[C:16]([OH:6])=[O:17])([CH3:13])([CH3:11])[CH3:12]. The catalyst class is: 10.